This data is from Full USPTO retrosynthesis dataset with 1.9M reactions from patents (1976-2016). The task is: Predict the reactants needed to synthesize the given product. (1) Given the product [CH2:8]([O:5][C:3](=[O:4])[CH2:2][C:1](=[O:7])[CH:20]([O:22][CH3:23])[CH3:19])[CH3:9], predict the reactants needed to synthesize it. The reactants are: [C:1]([OH:7])(=O)[CH2:2][C:3]([OH:5])=[O:4].[CH2:8]([K])[CH3:9].[Cl-].[Mg+2].[Cl-].N1([C:19](=O)[CH:20]([O:22][CH3:23])C)C=CN=C1.COC(C)C(O)=O.C(N1C=CN=C1)(N1C=CN=C1)=O.Cl. (2) The reactants are: [C:1]([O:5][C:6]([NH:8][CH:9]1[C:23](=[O:24])[N:22]2[CH2:25][C@H:26]([O:28]C3C=C(C4C=CC=CN=4)N=C4C=CSC=34)[CH2:27][C@H:21]2[C:20](=[O:44])[NH:19][C@:18]2([C:46]([O:48][CH3:49])=[O:47])[CH2:45][C@H:17]2[CH:16]=[CH:15][CH2:14][CH2:13][CH2:12][CH2:11][CH2:10]1)=[O:7])([CH3:4])([CH3:3])[CH3:2].CC(C)(C)CC(N[C@@H](CCCCCC=C)C(N1C[C@@H](O)C[C@H]1C(N[C@]1(C(OC)=O)C[C@H]1C=C)=O)=O)=O. Given the product [C:1]([O:5][C:6]([NH:8][C@@H:9]1[C:23](=[O:24])[N:22]2[CH2:25][C@@H:26]([OH:28])[CH2:27][C@H:21]2[C:20](=[O:44])[NH:19][C@:18]2([C:46]([O:48][CH3:49])=[O:47])[CH2:45][C@H:17]2[CH:16]=[CH:15][CH2:14][CH2:13][CH2:12][CH2:11][CH2:10]1)=[O:7])([CH3:4])([CH3:3])[CH3:2], predict the reactants needed to synthesize it. (3) Given the product [Cl:1][C:2]1[CH:3]=[CH:4][C:5]([NH:11][C:12](=[O:15])[CH2:13][N:32]2[CH2:33][CH2:34][N:29]([CH:16]([C:17]3[CH:22]=[CH:21][CH:20]=[CH:19][CH:18]=3)[C:23]3[CH:28]=[CH:27][CH:26]=[CH:25][CH:24]=3)[CH2:30][CH2:31]2)=[C:6]([CH:10]=1)[C:7]([OH:9])=[O:8], predict the reactants needed to synthesize it. The reactants are: [Cl:1][C:2]1[CH:3]=[CH:4][C:5]([NH:11][C:12](=[O:15])[CH2:13]Cl)=[C:6]([CH:10]=1)[C:7]([OH:9])=[O:8].[CH:16]([N:29]1[CH2:34][CH2:33][NH:32][CH2:31][CH2:30]1)([C:23]1[CH:28]=[CH:27][CH:26]=[CH:25][CH:24]=1)[C:17]1[CH:22]=[CH:21][CH:20]=[CH:19][CH:18]=1.C(N(CC)C(C)C)(C)C.[I-].[Na+]. (4) Given the product [F:1][C:2]([F:30])([F:29])[C:3]1[CH:4]=[C:5]([C@H:13]2[O:17][C:16](=[O:18])[N:15]([CH2:19][C:20]3[C:25]([C:38]4[CH:37]=[C:36]([CH2:39][C:40]([O:42][CH3:43])=[O:41])[CH:35]=[CH:34][C:33]=4[O:32][CH3:31])=[CH:24][CH:23]=[C:22]([Cl:27])[N:21]=3)[C@H:14]2[CH3:28])[CH:6]=[C:7]([C:9]([F:12])([F:11])[F:10])[CH:8]=1, predict the reactants needed to synthesize it. The reactants are: [F:1][C:2]([F:30])([F:29])[C:3]1[CH:4]=[C:5]([C@H:13]2[O:17][C:16](=[O:18])[N:15]([CH2:19][C:20]3[C:25](Br)=[CH:24][CH:23]=[C:22]([Cl:27])[N:21]=3)[C@H:14]2[CH3:28])[CH:6]=[C:7]([C:9]([F:12])([F:11])[F:10])[CH:8]=1.[CH3:31][O:32][C:33]1[CH:38]=[CH:37][C:36]([CH2:39][C:40]([O:42][CH3:43])=[O:41])=[CH:35][C:34]=1B1OC(C)(C)C(C)(C)O1.C([O-])([O-])=O.[K+].[K+].C1COCC1. (5) Given the product [OH:12][C:13]([CH3:34])([CH3:33])[CH2:14][N:15]1[C:27]2[C:26]3[CH:25]=[CH:24][CH:23]=[CH:22][C:21]=3[N+:20]([O-:6])=[CH:19][C:18]=2[N:17]=[C:16]1[NH:28][C:29](=[O:32])[O:30][CH3:31], predict the reactants needed to synthesize it. The reactants are: ClC1C=C(C=CC=1)C(OO)=[O:6].[OH:12][C:13]([CH3:34])([CH3:33])[CH2:14][N:15]1[C:27]2[C:26]3[CH:25]=[CH:24][CH:23]=[CH:22][C:21]=3[N:20]=[CH:19][C:18]=2[N:17]=[C:16]1[NH:28][C:29](=[O:32])[O:30][CH3:31]. (6) Given the product [CH2:1]([O:8][C:9]1[N:10]=[N:11][C:12]([C:23]#[C:24][C:25]2[CH:30]=[CH:60][CH:61]=[C:62]([C:66]([F:69])([F:68])[F:67])[CH:26]=2)=[CH:13][C:14]=1[O:15][CH2:16][C:17]1[CH:22]=[CH:21][CH:20]=[CH:19][CH:18]=1)[C:2]1[CH:3]=[CH:4][CH:5]=[CH:6][CH:7]=1, predict the reactants needed to synthesize it. The reactants are: [CH2:1]([O:8][C:9]1[N:10]=[N:11][C:12]([C:23]#[C:24][C:25]2[CH:26]=NC(C(F)(F)F)=C[CH:30]=2)=[CH:13][C:14]=1[O:15][CH2:16][C:17]1[CH:22]=[CH:21][CH:20]=[CH:19][CH:18]=1)[C:2]1[CH:7]=[CH:6][CH:5]=[CH:4][CH:3]=1.C(OC1N=NC(C#C)=CC=1OCC1C=CC=CC=1)C1C=CC=CC=1.I[C:60]1C=CC=[C:62]([C:66]([F:69])([F:68])[F:67])[CH:61]=1.